The task is: Predict which catalyst facilitates the given reaction.. This data is from Catalyst prediction with 721,799 reactions and 888 catalyst types from USPTO. (1) Reactant: [OH:1][CH2:2][CH2:3][NH:4][CH2:5][CH2:6][NH:7][CH2:8][CH2:9][OH:10].[C:11]1([CH3:21])[CH:16]=[CH:15][C:14]([S:17](Cl)(=[O:19])=[O:18])=[CH:13][CH:12]=1.Cl. Product: [S:17]([C:6]([S:17]([C:14]1[CH:15]=[CH:16][C:11]([CH3:21])=[CH:12][CH:13]=1)(=[O:19])=[O:18])([NH:7][CH2:8][CH2:9][OH:10])[C:5]([S:17]([C:14]1[CH:15]=[CH:16][C:11]([CH3:21])=[CH:12][CH:13]=1)(=[O:19])=[O:18])([S:17]([C:14]1[CH:15]=[CH:16][C:11]([CH3:21])=[CH:12][CH:13]=1)(=[O:19])=[O:18])[NH:4][CH2:3][CH2:2][OH:1])([C:14]1[CH:15]=[CH:16][C:11]([CH3:21])=[CH:12][CH:13]=1)(=[O:19])=[O:18]. The catalyst class is: 858. (2) Reactant: [F:1][C:2]1[CH:9]=[CH:8][C:5]([C:6]#[N:7])=[C:4]([OH:10])[CH:3]=1.[H-].[Na+].Cl[CH2:14][C:15]([N:17]1[CH2:22][CH2:21][O:20][CH2:19][CH2:18]1)=[O:16]. Product: [F:1][C:2]1[CH:9]=[CH:8][C:5]([C:6]#[N:7])=[C:4]([O:10][CH2:14][C:15]([N:17]2[CH2:22][CH2:21][O:20][CH2:19][CH2:18]2)=[O:16])[CH:3]=1. The catalyst class is: 9. (3) Reactant: [OH-].[Li+].[C:3]1([S:13]([N:16]2[CH2:21][CH2:20][CH2:19][CH2:18][CH:17]2[CH2:22][CH2:23][CH2:24][C:25]([O:27]C)=[O:26])(=[O:15])=[O:14])[C:12]2[C:7](=[CH:8][CH:9]=[CH:10][CH:11]=2)[CH:6]=[CH:5][CH:4]=1. Product: [C:3]1([S:13]([N:16]2[CH2:21][CH2:20][CH2:19][CH2:18][CH:17]2[CH2:22][CH2:23][CH2:24][C:25]([OH:27])=[O:26])(=[O:15])=[O:14])[C:12]2[C:7](=[CH:8][CH:9]=[CH:10][CH:11]=2)[CH:6]=[CH:5][CH:4]=1. The catalyst class is: 24.